Task: Binary Classification. Given a drug SMILES string, predict its activity (active/inactive) in a high-throughput screening assay against a specified biological target.. Dataset: Cav3 T-type calcium channel HTS with 100,875 compounds (1) The drug is Clc1ccc(c2nc3n(ncn3)c(c2)C(F)(F)F)cc1. The result is 0 (inactive). (2) The compound is S(C(C(=O)C)C(=O)C)c1nc(N(C)C)nc(NCC)n1. The result is 0 (inactive). (3) The compound is S(=O)(=O)(NCCCC(=O)N1CCCCC1)c1c2nsnc2ccc1. The result is 0 (inactive). (4) The compound is Fc1cc(CN2C(CCCC2)C(OCC)=O)ccc1. The result is 0 (inactive). (5) The compound is s1c(CN(C(c2n(nnn2)C(C)(C)C)c2ccc(cc2)C)Cc2occc2)ccc1. The result is 1 (active). (6) The drug is O(C(=O)c1ccc(/N=C\c2n(c3c(n2)cccc3)C)cc1)CC. The result is 0 (inactive). (7) The compound is Clc1c(S(=O)(=O)N2CCC(CC2)C(=O)N2CCN(CC2)C(OCC)=O)cc(Cl)cc1. The result is 0 (inactive). (8) The drug is Clc1c(c2oc(/C=C3\SC(=S)N(CC4OCCC4)C3=O)cc2)cccc1. The result is 0 (inactive). (9) The molecule is S(c1nc(cc(c2ccccc2)c1C#N)C)CC(=O)N. The result is 0 (inactive). (10) The molecule is S=C(NCC)NNC(=O)c1ccc(OC(F)F)cc1. The result is 0 (inactive).